This data is from Full USPTO retrosynthesis dataset with 1.9M reactions from patents (1976-2016). The task is: Predict the reactants needed to synthesize the given product. (1) Given the product [Br:31][C:32]1[C:41]2[C:36](=[CH:37][CH:38]=[CH:39][CH:40]=2)[CH:35]=[N+:34]([O-:42])[C:33]=1[CH:43]([N:24]1[C:20](=[O:30])[C:21]2[C:22](=[CH:26][CH:27]=[CH:28][CH:29]=2)[C:23]1=[O:25])[CH3:44], predict the reactants needed to synthesize it. The reactants are: C1(P(C2C=CC=CC=2)C2C=CC=CC=2)C=CC=CC=1.[C:20]1(=[O:30])[NH:24][C:23](=[O:25])[C:22]2=[CH:26][CH:27]=[CH:28][CH:29]=[C:21]12.[Br:31][C:32]1[C:41]2[C:36](=[CH:37][CH:38]=[CH:39][CH:40]=2)[CH:35]=[N+:34]([O-:42])[C:33]=1[CH:43](O)[CH3:44].CC(OC(/N=N/C(OC(C)C)=O)=O)C. (2) Given the product [CH3:1][C:2]1[CH:3]=[C:4]([NH:8][C:9]2[S:10][C:11]([CH2:20][OH:21])=[C:12]([C:14]3[CH:19]=[CH:18][N:17]=[CH:16][CH:15]=3)[N:13]=2)[CH:5]=[CH:6][CH:7]=1, predict the reactants needed to synthesize it. The reactants are: [CH3:1][C:2]1[CH:3]=[C:4]([NH:8][C:9]2[S:10][CH:11]=[C:12]([C:14]3[CH:19]=[CH:18][N:17]=[CH:16][CH:15]=3)[N:13]=2)[CH:5]=[CH:6][CH:7]=1.[CH3:20][OH:21].C(Cl)Cl. (3) Given the product [C:1]([O:5][C:6]([N:8]1[CH2:13][CH2:12][CH2:11][CH:10]([C:14](=[O:16])[NH:17][C:18]2[CH:22]=[C:21]([C:23]([CH3:26])([CH3:25])[CH3:24])[O:20][N:19]=2)[CH2:9]1)=[O:7])([CH3:2])([CH3:3])[CH3:4], predict the reactants needed to synthesize it. The reactants are: [C:1]([O:5][C:6]([N:8]1[CH2:13][CH2:12][CH2:11][CH:10]([C:14]([OH:16])=O)[CH2:9]1)=[O:7])([CH3:4])([CH3:3])[CH3:2].[NH2:17][C:18]1[CH:22]=[C:21]([C:23]([CH3:26])([CH3:25])[CH3:24])[O:20][N:19]=1.P(Cl)(Cl)(Cl)=O. (4) The reactants are: [NH2:1][C:2]1[C:7]([C:8](O)([CH3:10])[CH3:9])=[CH:6][CH:5]=[CH:4][N:3]=1. Given the product [CH:8]([C:7]1[C:2]([NH2:1])=[N:3][CH:4]=[CH:5][CH:6]=1)([CH3:10])[CH3:9], predict the reactants needed to synthesize it. (5) Given the product [C:15]1([C:2]2[C:3]3[O:10][C:9]4[CH:11]=[CH:12][CH:13]=[CH:14][C:8]=4[C:4]=3[N:5]=[CH:6][N:7]=2)[CH:20]=[CH:19][CH:18]=[CH:17][CH:16]=1, predict the reactants needed to synthesize it. The reactants are: Cl[C:2]1[C:3]2[O:10][C:9]3[CH:11]=[CH:12][CH:13]=[CH:14][C:8]=3[C:4]=2[N:5]=[CH:6][N:7]=1.[C:15]1(B(O)O)[CH:20]=[CH:19][CH:18]=[CH:17][CH:16]=1.C(=O)([O-])[O-].[Na+].[Na+].O. (6) Given the product [F:23][C:22]1[C:2]([C:35]([N:29]2[CH2:34][CH2:33][O:32][CH2:31][CH2:30]2)=[O:36])=[CH:3][C:4]2[O:8][C:7]([C:15]3[CH:20]=[CH:19][CH:18]=[CH:17][CH:16]=3)([C:9]3[CH:14]=[CH:13][CH:12]=[CH:11][CH:10]=3)[O:6][C:5]=2[CH:21]=1, predict the reactants needed to synthesize it. The reactants are: Br[C:2]1[C:22]([F:23])=[CH:21][C:5]2[O:6][C:7]([C:15]3[CH:20]=[CH:19][CH:18]=[CH:17][CH:16]=3)([C:9]3[CH:14]=[CH:13][CH:12]=[CH:11][CH:10]=3)[O:8][C:4]=2[CH:3]=1.C([Li])CCC.[N:29]1([C:35](Cl)=[O:36])[CH2:34][CH2:33][O:32][CH2:31][CH2:30]1.C(=O)(O)[O-].[Na+]. (7) Given the product [Cl:17][C:15]1[CH:16]=[C:2]([CH:3]=[C:4]([O:5][C:6]2[C:7]([OH:13])=[N:8][CH:9]=[CH:10][C:11]=2[Cl:12])[CH:14]=1)[C:20]#[N:21], predict the reactants needed to synthesize it. The reactants are: Br[C:2]1[CH:3]=[C:4]([CH:14]=[C:15]([Cl:17])[CH:16]=1)[O:5][C:6]1[C:7]([OH:13])=[N:8][CH:9]=[CH:10][C:11]=1[Cl:12].N#N.[CH3:20][N:21](C=O)C.